Dataset: NCI-60 drug combinations with 297,098 pairs across 59 cell lines. Task: Regression. Given two drug SMILES strings and cell line genomic features, predict the synergy score measuring deviation from expected non-interaction effect. Drug 1: CCC(=C(C1=CC=CC=C1)C2=CC=C(C=C2)OCCN(C)C)C3=CC=CC=C3.C(C(=O)O)C(CC(=O)O)(C(=O)O)O. Drug 2: CC12CCC3C(C1CCC2OP(=O)(O)O)CCC4=C3C=CC(=C4)OC(=O)N(CCCl)CCCl.[Na+]. Cell line: SK-OV-3. Synergy scores: CSS=-4.84, Synergy_ZIP=6.92, Synergy_Bliss=0.877, Synergy_Loewe=-3.40, Synergy_HSA=-2.95.